Dataset: Experimentally validated miRNA-target interactions with 360,000+ pairs, plus equal number of negative samples. Task: Binary Classification. Given a miRNA mature sequence and a target amino acid sequence, predict their likelihood of interaction. (1) The miRNA is rno-miR-181a-5p with sequence AACAUUCAACGCUGUCGGUGAGU. The protein sequence of the target gene is MDALDASKLLDEELYSRQLYVLGSPAMQRIQGARVLVSGLQGLGAEVAKNLVLMGVGSLTLHDPHPTCWSDLAAQFLLSEQDLERSRAEASQELLAQLNRAVQVVVHTGDITEDLLLDFQVVVLTAAKLEEQLKVGTLCHKHGVCFLAADTRGLVGQLFCDFGEDFTVQDPTEAEPLTAAIQHISQGSPGILTLRKGANTHYFRDGDLVTFSGIEGMVELNDCDPRSIHVREDGSLEIGDTTTFSRYLRGGAITEVKRPKTVRHKSLDTALLQPHVVAQSSQEVHHAHCLHQAFCALHKF.... Result: 0 (no interaction). (2) The protein sequence of the target gene is MSACNTFTEHVWKPGECKNCFKPKSLHQLPPDSEKTPITHGSGKTNANHSNNHRVRSTGNFRPPVAKKPTIAVKPTMMVADGQSVCGELSIQEHCENKPVILGWNQNKTSLSQKPLNNNSEGDAEGFGSDPQQCANNDSAQKISNNNNGLTEVLKEIAGLEATPPVRGNETNARETFLGRINDCYKRSLERKIPPSCMTGSMKDSQGKHVILSGSAEVISNEGGRFCYPEFSSGEESEEDVLFSNMEEEHESWDESDEELLAMEIRMRGQPRFANFRANTLSPVRFFVSKKWNTIPLRNK.... Result: 0 (no interaction). The miRNA is hsa-miR-6800-3p with sequence CACCUCUCCUGGCAUCGCCCC.